This data is from Peptide-MHC class II binding affinity with 134,281 pairs from IEDB. The task is: Regression. Given a peptide amino acid sequence and an MHC pseudo amino acid sequence, predict their binding affinity value. This is MHC class II binding data. (1) The peptide sequence is APQINFFYYLGEPIV. The MHC is HLA-DPA10201-DPB10101 with pseudo-sequence HLA-DPA10201-DPB10101. The binding affinity (normalized) is 0.400. (2) The peptide sequence is ATVATAPEVKYTVFETALKKAITAMS. The MHC is DRB1_1201 with pseudo-sequence DRB1_1201. The binding affinity (normalized) is 0.399. (3) The peptide sequence is QFKPEEITGIMKDLD. The MHC is DRB5_0101 with pseudo-sequence DRB5_0101. The binding affinity (normalized) is 0.364. (4) The MHC is HLA-DQA10101-DQB10501 with pseudo-sequence HLA-DQA10101-DQB10501. The peptide sequence is NRIMADGGSIQNTNL. The binding affinity (normalized) is 0. (5) The peptide sequence is DEVLIEVNPPFGDSY. The MHC is DRB5_0101 with pseudo-sequence DRB5_0101. The binding affinity (normalized) is 0.167. (6) The peptide sequence is FKVAATAAATAPADDKFTVF. The MHC is DRB1_0404 with pseudo-sequence DRB1_0404. The binding affinity (normalized) is 0.656. (7) The peptide sequence is AEMETESWIVDRQWA. The MHC is DRB1_0404 with pseudo-sequence DRB1_0404. The binding affinity (normalized) is 0.203. (8) The MHC is HLA-DQA10102-DQB10602 with pseudo-sequence HLA-DQA10102-DQB10602. The peptide sequence is YNYMEPYVSKNPRQA. The binding affinity (normalized) is 0.0942. (9) The peptide sequence is SRNSTHEMYWVSRASGNV. The MHC is DRB3_0101 with pseudo-sequence DRB3_0101. The binding affinity (normalized) is 0. (10) The peptide sequence is SQAWQPGVAMPNLYK. The MHC is DRB1_1501 with pseudo-sequence DRB1_1501. The binding affinity (normalized) is 0.329.